From a dataset of Forward reaction prediction with 1.9M reactions from USPTO patents (1976-2016). Predict the product of the given reaction. (1) The product is: [F:1][C:2]1[CH:7]=[CH:6][C:5]([CH3:8])=[CH:4][C:3]=1[C:13]1[C:21]2[C:16](=[CH:17][N:18]=[C:19]([C:22]3[CH:23]=[N:24][N:25]([CH3:27])[CH:26]=3)[CH:20]=2)[NH:15][N:14]=1. Given the reactants [F:1][C:2]1[CH:7]=[CH:6][C:5]([CH3:8])=[CH:4][C:3]=1B(O)O.Cl[C:13]1[C:21]2[C:16](=[CH:17][N:18]=[C:19]([C:22]3[CH:23]=[N:24][N:25]([CH3:27])[CH:26]=3)[CH:20]=2)[N:15](C2CCCCO2)[N:14]=1, predict the reaction product. (2) The product is: [CH3:14][C:11]1[CH:10]=[CH:9][C:8]2[C:13](=[C:4]3[CH2:1][CH:2]([CH3:3])[O:15][C:5]3=[CH:6][CH:7]=2)[N:12]=1. Given the reactants [CH:1]1([C:4]2[C:5]([O:15]C)=[CH:6][CH:7]=[C:8]3[C:13]=2[N:12]=[C:11]([CH3:14])[CH:10]=[CH:9]3)[CH2:3][CH2:2]1.Br.[OH-].[NH4+], predict the reaction product. (3) Given the reactants C(Cl)(=O)C(Cl)=O.CS(C)=O.[Si:11]([O:18][C@H:19]1[C@H:23]([OH:24])[CH2:22][N:21]([C:25](=[O:54])[CH2:26][CH2:27][O:28][C:29]2[CH:53]=[CH:52][C:32]([CH2:33][NH:34][C:35]([C:37]3[CH:51]=[CH:50][C:40]([CH2:41][NH:42][C:43](=[O:49])[O:44][C:45]([CH3:48])([CH3:47])[CH3:46])=[CH:39][CH:38]=3)=[O:36])=[CH:31][CH:30]=2)[CH2:20]1)([C:14]([CH3:17])([CH3:16])[CH3:15])([CH3:13])[CH3:12].CCN(CC)CC, predict the reaction product. The product is: [Si:11]([O:18][C@H:19]1[C:23](=[O:24])[CH2:22][N:21]([C:25](=[O:54])[CH2:26][CH2:27][O:28][C:29]2[CH:53]=[CH:52][C:32]([CH2:33][NH:34][C:35]([C:37]3[CH:38]=[CH:39][C:40]([CH2:41][NH:42][C:43](=[O:49])[O:44][C:45]([CH3:46])([CH3:47])[CH3:48])=[CH:50][CH:51]=3)=[O:36])=[CH:31][CH:30]=2)[CH2:20]1)([C:14]([CH3:15])([CH3:16])[CH3:17])([CH3:13])[CH3:12]. (4) Given the reactants Cl[C:2]([O:4][CH2:5][CH:6]1[C:18]2[CH:17]=[CH:16][CH:15]=[CH:14][C:13]=2[C:12]2[C:7]1=[CH:8][CH:9]=[CH:10][CH:11]=2)=[O:3].[Cl:19][C:20]1[CH:25]=[CH:24][C:23]([C@H:26]2[NH:31][C@@H:30]([CH2:32][OH:33])[CH2:29][O:28][CH2:27]2)=[CH:22][CH:21]=1.C(=O)(O)[O-].[Na+].[Cl-].[NH4+], predict the reaction product. The product is: [Cl:19][C:20]1[CH:21]=[CH:22][C:23]([C@@H:26]2[CH2:27][O:28][CH2:29][C@H:30]([CH2:32][OH:33])[N:31]2[C:2]([O:4][CH2:5][CH:6]2[C:7]3[CH:8]=[CH:9][CH:10]=[CH:11][C:12]=3[C:13]3[C:18]2=[CH:17][CH:16]=[CH:15][CH:14]=3)=[O:3])=[CH:24][CH:25]=1. (5) The product is: [Br:21][C:22]1[CH:29]=[CH:28][C:25]([C:26]2[N:8]([CH2:9][C@@H:10]3[CH2:14][CH2:13][N:12]([C:15]([CH:17]4[CH2:18][CH2:19]4)=[O:16])[CH2:11]3)[C:5]3=[N:6][CH:7]=[C:2]([Cl:1])[CH:3]=[C:4]3[N:20]=2)=[CH:24][CH:23]=1. Given the reactants [Cl:1][C:2]1[CH:3]=[C:4]([NH2:20])[C:5]([NH:8][CH2:9][C@@H:10]2[CH2:14][CH2:13][N:12]([C:15]([CH:17]3[CH2:19][CH2:18]3)=[O:16])[CH2:11]2)=[N:6][CH:7]=1.[Br:21][C:22]1[CH:29]=[CH:28][C:25]([CH:26]=O)=[CH:24][CH:23]=1, predict the reaction product. (6) Given the reactants [NH2:1][C:2]1[CH:7]=[CH:6][C:5]([C:8]2[C:16]3[C:11](=[N:12][C:13]([NH:17][CH2:18][CH2:19][OH:20])=[N:14][CH:15]=3)[N:10]([CH3:21])[N:9]=2)=[CH:4][CH:3]=1.[F:22][C:23]1[CH:28]=[CH:27][C:26]([C:29]([F:32])([F:31])[F:30])=[CH:25][C:24]=1[N:33]=[C:34]=[O:35], predict the reaction product. The product is: [F:22][C:23]1[CH:28]=[CH:27][C:26]([C:29]([F:32])([F:31])[F:30])=[CH:25][C:24]=1[NH:33][C:34](=[O:35])[NH:1][C:2]1[CH:7]=[CH:6][C:5]([C:8]2[C:16]3[C:11](=[N:12][C:13]([NH:17][CH2:18][CH2:19][O:20][C:34](=[O:35])[NH:33][C:24]4[CH:25]=[C:26]([C:29]([F:31])([F:32])[F:30])[CH:27]=[CH:28][C:23]=4[F:22])=[N:14][CH:15]=3)[N:10]([CH3:21])[N:9]=2)=[CH:4][CH:3]=1.